From a dataset of Forward reaction prediction with 1.9M reactions from USPTO patents (1976-2016). Predict the product of the given reaction. (1) Given the reactants [CH2:1]=[C:2]1[O:6][C:4](=[O:5])[CH2:3]1.[CH2:7]([NH2:15])[CH2:8][C:9]1[CH:14]=[CH:13][CH:12]=[CH:11][CH:10]=1, predict the reaction product. The product is: [O:6]=[C:2]([CH3:1])[CH2:3][C:4]([NH:15][CH2:7][CH2:8][C:9]1[CH:14]=[CH:13][CH:12]=[CH:11][CH:10]=1)=[O:5]. (2) The product is: [CH:38]1([C:10]2[C:11]3[C:20]4[CH:19]=[C:18]([O:21][CH3:22])[C:17]([C:23]5[C:24]([F:37])=[C:25]([NH:30][S:31]([CH2:34][CH2:35][CH3:36])(=[O:32])=[O:33])[CH:26]=[CH:27][C:28]=5[F:29])=[CH:16][C:15]=4[CH:14]=[N:13][C:12]=3[NH:8][N:9]=2)[CH2:39][CH2:40]1. Given the reactants C([N:8]1[C:12]2[N:13]=[CH:14][C:15]3[CH:16]=[C:17]([C:23]4[C:24]([F:37])=[C:25]([NH:30][S:31]([CH2:34][CH2:35][CH3:36])(=[O:33])=[O:32])[CH:26]=[CH:27][C:28]=4[F:29])[C:18]([O:21][CH3:22])=[CH:19][C:20]=3[C:11]=2[C:10]([CH:38]2[CH2:40][CH2:39]2)=[N:9]1)C1C=CC=CC=1.C([O-])=O.[NH4+], predict the reaction product. (3) Given the reactants [CH3:1][C:2]1[CH:3]=[C:4]([CH:25]=[C:26]([CH3:28])[CH:27]=1)[CH2:5][C:6]([NH2:24])([C:20]([F:23])([F:22])[F:21])[CH2:7][C:8]([C:11]1[CH:16]=[C:15]([F:17])[CH:14]=[CH:13][C:12]=1[O:18]C)([CH3:10])[CH3:9].B(Br)(Br)Br.CO, predict the reaction product. The product is: [NH2:24][C:6]([CH2:5][C:4]1[CH:25]=[C:26]([CH3:28])[CH:27]=[C:2]([CH3:1])[CH:3]=1)([C:20]([F:23])([F:21])[F:22])[CH2:7][C:8]([C:11]1[CH:16]=[C:15]([F:17])[CH:14]=[CH:13][C:12]=1[OH:18])([CH3:10])[CH3:9]. (4) The product is: [OH:32][C:33]1[CH:34]=[C:35]([C:2]2[N:7]=[C:6]3[N:8]([C:9]4[CH:14]=[CH:13][CH:12]=[CH:11][C:10]=4[O:15][CH3:16])[C:48](=[O:47])[NH:17][C:5]3=[CH:4][CH:3]=2)[CH:36]=[CH:37][CH:38]=1. Given the reactants Cl[C:2]1[N:7]=[C:6]([NH:8][C:9]2[CH:14]=[CH:13][CH:12]=[CH:11][C:10]=2[O:15][CH3:16])[C:5]([N+:17]([O-])=O)=[CH:4][CH:3]=1.ClC1C([N+]([O-])=O)=CC=C(Cl)N=1.C[O:32][C:33]1[C:34](N)=[CH:35][CH:36]=[CH:37][CH:38]=1.C(NC(C)C)(C)C.[O:47]1CCC[CH2:48]1, predict the reaction product.